This data is from Forward reaction prediction with 1.9M reactions from USPTO patents (1976-2016). The task is: Predict the product of the given reaction. Given the reactants [C:1]([O:5][C:6]([NH:8][C@@H:9]([CH2:28][C:29]1[CH:34]=[CH:33][CH:32]=[CH:31][CH:30]=1)[C@@H:10]([OH:27])[C@@H:11]([NH:15][CH2:16][C:17]1[CH:22]=[C:21]([O:23][CH3:24])[CH:20]=[C:19]([O:25][CH3:26])[CH:18]=1)[C:12](O)=[O:13])=[O:7])([CH3:4])([CH3:3])[CH3:2].[NH2:35][C@@H:36]([CH:50]([CH3:52])[CH3:51])[C:37]([NH:39][CH2:40][C:41]1[CH:46]=[CH:45][C:44]([O:47][CH3:48])=[CH:43][C:42]=1[OH:49])=[O:38], predict the reaction product. The product is: [C:1]([O:5][C:6](=[O:7])[NH:8][C@@H:9]([CH2:28][C:29]1[CH:30]=[CH:31][CH:32]=[CH:33][CH:34]=1)[C@@H:10]([OH:27])[C@@H:11]([NH:15][CH2:16][C:17]1[CH:18]=[C:19]([O:25][CH3:26])[CH:20]=[C:21]([O:23][CH3:24])[CH:22]=1)[C:12](=[O:13])[NH:35][C@H:36]([C:37](=[O:38])[NH:39][CH2:40][C:41]1[CH:46]=[CH:45][C:44]([O:47][CH3:48])=[CH:43][C:42]=1[OH:49])[CH:50]([CH3:52])[CH3:51])([CH3:3])([CH3:2])[CH3:4].